From a dataset of Forward reaction prediction with 1.9M reactions from USPTO patents (1976-2016). Predict the product of the given reaction. Given the reactants [F:1][C:2]1[CH:7]=[CH:6][C:5]([CH3:8])=[CH:4][C:3]=1B(O)O.I[C:13]1[N:18]=[C:17]([NH2:19])[N:16]=[C:15]([NH:20][CH3:21])[CH:14]=1, predict the reaction product. The product is: [F:1][C:2]1[CH:7]=[CH:6][C:5]([CH3:8])=[CH:4][C:3]=1[C:13]1[N:18]=[C:17]([NH2:19])[N:16]=[C:15]([NH:20][CH3:21])[CH:14]=1.